From a dataset of Full USPTO retrosynthesis dataset with 1.9M reactions from patents (1976-2016). Predict the reactants needed to synthesize the given product. (1) The reactants are: CS([C:4]1[N:5]=[CH:6][C:7]2[C:8](=[O:27])[N:9]([C:17]3[CH:22]=[CH:21][C:20]([O:23][CH2:24][CH:25]=[CH2:26])=[CH:19][CH:18]=3)[C:10]3[N:11]([CH:14]=[CH:15][N:16]=3)[C:12]=2[N:13]=1)=O.[NH2:28][C:29]1[CH:38]=[C:37]2[C:32]([C:33]3([CH2:47][CH2:46]3)[CH2:34][N:35]([C:39]([O:41][C:42]([CH3:45])([CH3:44])[CH3:43])=[O:40])[CH2:36]2)=[CH:31][CH:30]=1. Given the product [O:27]=[C:8]1[C:7]2[CH:6]=[N:5][C:4]([NH:28][C:29]3[CH:38]=[C:37]4[C:32]([C:33]5([CH2:46][CH2:47]5)[CH2:34][N:35]([C:39]([O:41][C:42]([CH3:43])([CH3:44])[CH3:45])=[O:40])[CH2:36]4)=[CH:31][CH:30]=3)=[N:13][C:12]=2[N:11]2[CH:14]=[CH:15][N:16]=[C:10]2[N:9]1[C:17]1[CH:22]=[CH:21][C:20]([O:23][CH2:24][CH:25]=[CH2:26])=[CH:19][CH:18]=1, predict the reactants needed to synthesize it. (2) Given the product [N:1]1([CH2:7][C:8]2[CH:9]=[C:10]([NH:14][C:15]([C:17]3[CH:18]=[C:19]4[C:24](=[CH:25][CH:26]=3)[C:23](=[O:31])[NH:22][N:21]=[C:20]4[Cl:28])=[O:16])[CH:11]=[CH:12][CH:13]=2)[CH2:6][CH2:5][CH2:4][CH2:3][CH2:2]1, predict the reactants needed to synthesize it. The reactants are: [N:1]1([CH2:7][C:8]2[CH:9]=[C:10]([NH:14][C:15]([C:17]3[CH:18]=[C:19]4[C:24](=[CH:25][CH:26]=3)[C:23](Cl)=[N:22][N:21]=[C:20]4[Cl:28])=[O:16])[CH:11]=[CH:12][CH:13]=2)[CH2:6][CH2:5][CH2:4][CH2:3][CH2:2]1.[OH-].[Na+].[O:31]1CCOCC1.Cl. (3) Given the product [Cl:1][C:2]1[CH:7]=[C:6]([CH2:8][N:15]2[C:11]([CH3:10])=[CH:12][C:13]([C:16]3[O:20][N:19]=[C:18]([C:21]4[CH:26]=[CH:25][C:24]([CH:27]5[CH2:32][CH2:31][O:30][CH2:29][CH2:28]5)=[C:23]([CH3:33])[CH:22]=4)[N:17]=3)=[N:14]2)[CH:5]=[CH:4][N:3]=1, predict the reactants needed to synthesize it. The reactants are: [Cl:1][C:2]1[CH:7]=[C:6]([CH2:8]Cl)[CH:5]=[CH:4][N:3]=1.[CH3:10][C:11]1[NH:15][N:14]=[C:13]([C:16]2[O:20][N:19]=[C:18]([C:21]3[CH:26]=[CH:25][C:24]([CH:27]4[CH2:32][CH2:31][O:30][CH2:29][CH2:28]4)=[C:23]([CH3:33])[CH:22]=3)[N:17]=2)[CH:12]=1. (4) Given the product [CH3:21][N:20]([CH3:22])[C:18]1[N:19]=[C:14]([N:11]2[CH2:12][CH2:13][NH:8][CH2:9][CH2:10]2)[N:15]=[CH:16][N:17]=1, predict the reactants needed to synthesize it. The reactants are: C(OC([N:8]1[CH2:13][CH2:12][N:11]([C:14]2[N:19]=[C:18]([N:20]([CH3:22])[CH3:21])[N:17]=[CH:16][N:15]=2)[CH2:10][CH2:9]1)=O)(C)(C)C.FC(F)(F)C(O)=O.[OH-].[Na+].